From a dataset of Full USPTO retrosynthesis dataset with 1.9M reactions from patents (1976-2016). Predict the reactants needed to synthesize the given product. Given the product [Cl:8][C:6]1[N:7]=[C:2]([C:21]2[CH:22]=[CH:23][CH:24]=[CH:25][C:20]=2[S:17]([CH3:16])(=[O:19])=[O:18])[N:3]=[C:4]([N:9]2[CH2:14][CH2:13][O:12][CH2:11][C@@H:10]2[CH3:15])[N:5]=1, predict the reactants needed to synthesize it. The reactants are: Cl[C:2]1[N:7]=[C:6]([Cl:8])[N:5]=[C:4]([N:9]2[CH2:14][CH2:13][O:12][CH2:11][C@@H:10]2[CH3:15])[N:3]=1.[CH3:16][S:17]([C:20]1[CH:25]=[CH:24][CH:23]=[CH:22][C:21]=1B(O)O)(=[O:19])=[O:18].C(=O)([O-])[O-].[Na+].[Na+].